Dataset: Peptide-MHC class I binding affinity with 185,985 pairs from IEDB/IMGT. Task: Regression. Given a peptide amino acid sequence and an MHC pseudo amino acid sequence, predict their binding affinity value. This is MHC class I binding data. (1) The peptide sequence is YAEGDVVVF. The MHC is HLA-B58:01 with pseudo-sequence HLA-B58:01. The binding affinity (normalized) is 0.0847. (2) The peptide sequence is RLPLLPKTWK. The MHC is HLA-A68:01 with pseudo-sequence HLA-A68:01. The binding affinity (normalized) is 0.264. (3) The peptide sequence is KRKLMYVSA. The MHC is HLA-A25:01 with pseudo-sequence HLA-A25:01. The binding affinity (normalized) is 0.0847. (4) The peptide sequence is QGKQHLHSL. The MHC is HLA-A26:01 with pseudo-sequence HLA-A26:01. The binding affinity (normalized) is 0.0847. (5) The peptide sequence is KYDDRIQSQ. The MHC is HLA-A11:01 with pseudo-sequence HLA-A11:01. The binding affinity (normalized) is 0.0847. (6) The peptide sequence is MMNYTRSFL. The MHC is HLA-A31:01 with pseudo-sequence HLA-A31:01. The binding affinity (normalized) is 0.659.